From a dataset of Catalyst prediction with 721,799 reactions and 888 catalyst types from USPTO. Predict which catalyst facilitates the given reaction. (1) Reactant: CO[CH2:3][N:4]([CH2:10][C:11]1[CH:16]=[CH:15][CH:14]=[CH:13][CH:12]=1)[CH2:5][Si](C)(C)C.C([O:19][C:20](=[O:31])[C:21]#[C:22][C:23]1[CH:28]=[CH:27][C:26]([Cl:29])=[C:25]([Cl:30])[CH:24]=1)C.FC(F)(F)C(O)=O.[OH-].[Na+]. Product: [CH2:10]([N:4]1[CH2:3][C:22]([C:23]2[CH:28]=[CH:27][C:26]([Cl:29])=[C:25]([Cl:30])[CH:24]=2)=[C:21]([C:20]([OH:31])=[O:19])[CH2:5]1)[C:11]1[CH:12]=[CH:13][CH:14]=[CH:15][CH:16]=1. The catalyst class is: 2. (2) Product: [C:1]([C:7]1[CH:15]=[CH:14][CH:13]=[CH:12][C:8]=1[C:9]([O-:11])=[O:10])(=[O:6])[CH2:2][CH2:3][CH2:4][CH3:5].[Zn+2:19].[C:1]([C:7]1[CH:15]=[CH:14][CH:13]=[CH:12][C:8]=1[C:9]([O-:11])=[O:10])(=[O:6])[CH2:2][CH2:3][CH2:4][CH3:5]. Reactant: [C:1]([C:7]1[CH:15]=[CH:14][CH:13]=[CH:12][C:8]=1[C:9]([O-:11])=[O:10])(=[O:6])[CH2:2][CH2:3][CH2:4][CH3:5].[Na+].[Cl-].[Cl-].[Zn+2:19].[Na]. The catalyst class is: 6. (3) Reactant: Cl[C:2]1[C:11]2[C:6](=[CH:7][CH:8]=[CH:9][CH:10]=2)[N:5]=[CH:4][C:3]=1[NH:12][C:13](=O)[C:14]([CH3:17])([CH3:16])[CH3:15].Cl.[CH:20]([O:23][NH2:24])([CH3:22])[CH3:21]. Product: [C:14]([C:13]1[N:24]([O:23][CH:20]([CH3:22])[CH3:21])[C:2]2[C:11]3[CH:10]=[CH:9][CH:8]=[CH:7][C:6]=3[N:5]=[CH:4][C:3]=2[N:12]=1)([CH3:17])([CH3:16])[CH3:15]. The catalyst class is: 32. (4) Product: [OH:1][C:2]1[CH:3]=[C:4]([CH:8]=[CH:9][C:10]=1[I:11])[C:5]([O:7][CH3:12])=[O:6]. The catalyst class is: 5. Reactant: [OH:1][C:2]1[CH:3]=[C:4]([CH:8]=[CH:9][C:10]=1[I:11])[C:5]([OH:7])=[O:6].[C:12]1(C)C=CC(S(O)(=O)=O)=CC=1.O. (5) Reactant: Cl[C:2]1[N:7]=[CH:6][C:5]([N:8]([CH3:25])[C:9](=[O:24])[C:10]2[CH:15]=[C:14]([C:16]([F:19])([F:18])[F:17])[CH:13]=[C:12]([C:20]([F:23])([F:22])[F:21])[CH:11]=2)=[C:4]([C:26]2[CH:31]=[CH:30][CH:29]=[CH:28][C:27]=2[CH3:32])[CH:3]=1.[I-:33].[Na+].I. The catalyst class is: 21. Product: [I:33][C:2]1[N:7]=[CH:6][C:5]([N:8]([CH3:25])[C:9](=[O:24])[C:10]2[CH:15]=[C:14]([C:16]([F:19])([F:18])[F:17])[CH:13]=[C:12]([C:20]([F:23])([F:22])[F:21])[CH:11]=2)=[C:4]([C:26]2[CH:31]=[CH:30][CH:29]=[CH:28][C:27]=2[CH3:32])[CH:3]=1. (6) Reactant: [F:1][C:2]([F:11])([F:10])[C:3](=[O:9])[C:4]([O:6][CH2:7][CH3:8])=[O:5].[CH2:12]([Mg]Br)[CH3:13].[NH4+].[Cl-]. Product: [CH2:7]([O:6][C:4](=[O:5])[C:3]([OH:9])([C:2]([F:10])([F:11])[F:1])[CH2:12][CH3:13])[CH3:8]. The catalyst class is: 28. (7) Reactant: [Cl:1][C:2]1[C:3]([CH3:19])=[C:4]([CH:13]2[O:17][C:16](=[O:18])[NH:15][CH2:14]2)[C:5]([O:11][CH3:12])=[C:6]([CH:8](Cl)[CH3:9])[CH:7]=1.[CH3:20][C:21]1[C:29]2[C:24](=[N:25][CH:26]=[N:27][C:28]=2[NH2:30])[NH:23][N:22]=1.C(=O)([O-])[O-].[Cs+].[Cs+].[I-].[K+]. Product: [NH2:30][C:28]1[N:27]=[CH:26][N:25]=[C:24]2[N:23]([CH:8]([C:6]3[C:5]([O:11][CH3:12])=[C:4]([CH:13]4[O:17][C:16](=[O:18])[NH:15][CH2:14]4)[C:3]([CH3:19])=[C:2]([Cl:1])[CH:7]=3)[CH3:9])[N:22]=[C:21]([CH3:20])[C:29]=12. The catalyst class is: 869.